Dataset: Retrosynthesis with 50K atom-mapped reactions and 10 reaction types from USPTO. Task: Predict the reactants needed to synthesize the given product. (1) Given the product O=C1CN(Cc2ccc(-c3ccc4c(nnn4CC4CC4)c3C(F)(F)F)cc2)C(=O)N1, predict the reactants needed to synthesize it. The reactants are: CCOC(=O)CN(Cc1ccc(-c2ccc3c(nnn3CC3CC3)c2C(F)(F)F)cc1)C(N)=O. (2) Given the product O=C(O)/C=C\C(=O)O, predict the reactants needed to synthesize it. The reactants are: Cc1[nH]cnc1CSCCN.N=C(N)Nc1nc(CSCCN=C=S)cs1. (3) Given the product CCOC(=O)c1ccc(N)c(CNC(C)(C)C)c1, predict the reactants needed to synthesize it. The reactants are: CCOC(=O)c1ccc(N)c(CN(Cc2ccccc2)C(C)(C)C)c1. (4) Given the product CCN(CCO)c1noc(C2CC(c3ccc(C(F)(F)F)cc3)CN(C(=O)N3CCOCC3)C2)n1, predict the reactants needed to synthesize it. The reactants are: CCNCCO.O=C(N1CCOCC1)N1CC(c2ccc(C(F)(F)F)cc2)CC(c2nc(Cl)no2)C1. (5) Given the product CCC(=O)CCCCC[C@H](NC(=O)OC(C)(C)C)C(=O)NCC(=O)c1cc2ccccc2nc1OC, predict the reactants needed to synthesize it. The reactants are: CCC(=O)CCCCC[C@H](NC(=O)OC(C)(C)C)C(=O)O.COc1nc2ccccc2cc1C(=O)CN.